From a dataset of Full USPTO retrosynthesis dataset with 1.9M reactions from patents (1976-2016). Predict the reactants needed to synthesize the given product. The reactants are: [Br:1][C:2]1[CH:7]=[CH:6][C:5]([C:8]2[O:9][C:10]([CH3:17])=[C:11]([CH2:13][C:14](O)=[O:15])[N:12]=2)=[CH:4][CH:3]=1. Given the product [Br:1][C:2]1[CH:3]=[CH:4][C:5]([C:8]2[O:9][C:10]([CH3:17])=[C:11]([CH2:13][CH2:14][OH:15])[N:12]=2)=[CH:6][CH:7]=1, predict the reactants needed to synthesize it.